The task is: Regression. Given two drug SMILES strings and cell line genomic features, predict the synergy score measuring deviation from expected non-interaction effect.. This data is from Merck oncology drug combination screen with 23,052 pairs across 39 cell lines. Drug 1: C#Cc1cccc(Nc2ncnc3cc(OCCOC)c(OCCOC)cc23)c1. Drug 2: CNC(=O)c1cc(Oc2ccc(NC(=O)Nc3ccc(Cl)c(C(F)(F)F)c3)cc2)ccn1. Synergy scores: synergy=2.07. Cell line: OV90.